Dataset: hERG Central: cardiac toxicity at 1µM, 10µM, and general inhibition. Task: Predict hERG channel inhibition at various concentrations. (1) The compound is COC(=O)C1=C(C(=O)OC)[C@@H]2N(C)c3ccc(OC)cc3[C@@]23C[C@@H](C(=O)OC)N(C(=O)C2CCC2)C3=N1. Results: hERG_inhib (hERG inhibition (general)): blocker. (2) The compound is O=C(NCc1ccncc1)c1cn(-c2ccccc2)nc1-c1cccnc1. Results: hERG_inhib (hERG inhibition (general)): blocker.